From a dataset of Retrosynthesis with 50K atom-mapped reactions and 10 reaction types from USPTO. Predict the reactants needed to synthesize the given product. (1) Given the product Nc1c(F)cc(F)c2oc(-c3ccc(NCCCCCCBr)c(F)c3)cc(=O)c12, predict the reactants needed to synthesize it. The reactants are: CC(=O)N(CCCCCCBr)c1ccc(-c2cc(=O)c3c(N)c(F)cc(F)c3o2)cc1F. (2) Given the product CC[C@@H]1C[C@H](O)C[C@@H]1C(=O)O, predict the reactants needed to synthesize it. The reactants are: CCOC(=O)[C@H]1C[C@@H](O)C[C@H]1CC. (3) Given the product C[C@@H](c1ccc(-c2ccc(F)cc2)cc1)N1CC[C@](CCN2CC[C@@H](F)C2)(c2ccc(F)cc2)OC1=O, predict the reactants needed to synthesize it. The reactants are: C[C@@H](c1ccc(-c2ccc(F)cc2)cc1)N1CC[C@](CCO)(c2ccc(F)cc2)OC1=O.F[C@@H]1CCNC1. (4) Given the product CCOC(=O)CC(=O)c1cc(F)c(OS(=O)(=O)c2c(C)cc(C)cc2C)nc1Nc1ccc(F)cc1F, predict the reactants needed to synthesize it. The reactants are: CCOC(=O)CC(=O)c1cc(F)c(O)nc1Nc1ccc(F)cc1F.Cc1cc(C)c(S(=O)(=O)Cl)c(C)c1. (5) Given the product CC(=O)Oc1ccccc1CC1CNC(=O)O1, predict the reactants needed to synthesize it. The reactants are: CC(=O)Br.O=C1NCC(Cc2ccccc2O)O1. (6) Given the product CCCCCCCCCCCCCCCCCCOCCC1(CO)CCC(=O)O1, predict the reactants needed to synthesize it. The reactants are: CCCCCCCCCCCCCCCCCCOCCC1(COCc2ccccc2)CCC(=O)O1. (7) Given the product CC(C)(C)OC(=O)N1CCN(c2ccc(OCCCN3CCCCC3)cc2Cl)CC1, predict the reactants needed to synthesize it. The reactants are: CC(C)(C)OC(=O)N1CCNCC1.Clc1cc(OCCCN2CCCCC2)ccc1Br. (8) Given the product C#Cc1ccccc1C(=NOC)C(=O)NC, predict the reactants needed to synthesize it. The reactants are: C#Cc1ccccc1C(=NOC)C(=O)OC.CN. (9) The reactants are: CCc1ccc(OCCC(C)O)c(C(=O)c2ccccc2)c1.CS(=O)(=O)Cl. Given the product CCc1ccc(OCCC(C)OS(C)(=O)=O)c(C(=O)c2ccccc2)c1, predict the reactants needed to synthesize it. (10) Given the product Cc1cc(Cl)c(NC(=O)CN2CCN(CCO)CC2)c(Cl)n1, predict the reactants needed to synthesize it. The reactants are: Cc1cc(Cl)c(NC(=O)CBr)c(Cl)n1.OCCN1CCNCC1.